This data is from Full USPTO retrosynthesis dataset with 1.9M reactions from patents (1976-2016). The task is: Predict the reactants needed to synthesize the given product. Given the product [CH3:1][O:2][C:3](=[O:31])[C:4]1[CH:9]=[CH:8][C:7]([CH2:10][CH:11]([C:21]([NH:23][C:24]2[CH:29]=[CH:28][CH:27]=[CH:26][CH:25]=2)=[O:22])[C:12](=[O:20])[NH:13][C:14]2[CH:19]=[CH:18][CH:17]=[CH:16][CH:15]=2)=[CH:6][C:5]=1[CH:32]=[CH2:33], predict the reactants needed to synthesize it. The reactants are: [CH3:1][O:2][C:3](=[O:31])[C:4]1[CH:9]=[CH:8][C:7]([CH2:10][CH:11]([C:21]([NH:23][C:24]2[CH:29]=[CH:28][CH:27]=[CH:26][CH:25]=2)=[O:22])[C:12](=[O:20])[NH:13][C:14]2[CH:19]=[CH:18][CH:17]=[CH:16][CH:15]=2)=[CH:6][C:5]=1Br.[CH:32]([B-](F)(F)F)=[CH2:33].[K+].CCN(CC)CC.C(O)CC.